Dataset: Catalyst prediction with 721,799 reactions and 888 catalyst types from USPTO. Task: Predict which catalyst facilitates the given reaction. Reactant: CS(Cl)(=O)=O.[Br:6][C:7]1[CH:12]=[C:11]([Cl:13])[CH:10]=[CH:9][C:8]=1[CH:14](O)[CH3:15].CCN(CC)CC.[Cl:24][C:25]1[CH:30]=[CH:29][C:28]([C:31]2[CH:36]=[CH:35][C:34]([NH2:37])=[CH:33][CH:32]=2)=[CH:27][CH:26]=1. Product: [Br:6][C:7]1[CH:12]=[C:11]([Cl:13])[CH:10]=[CH:9][C:8]=1[CH:14]([NH:37][C:34]1[CH:33]=[CH:32][C:31]([C:28]2[CH:29]=[CH:30][C:25]([Cl:24])=[CH:26][CH:27]=2)=[CH:36][CH:35]=1)[CH3:15]. The catalyst class is: 2.